Predict the reaction yield, written as a fraction of the theoretical maximum amount of product (1.0 means a 100% yield; for example, 0.34 means a 34% yield). From a dataset of Reaction yield outcomes from USPTO patents with 853,638 reactions. (1) The catalyst is CO. The product is [OH:17][CH:14]1[CH2:15][CH2:16][N:11]([C:8]2[S:9][CH:10]=[C:6]([C:4]([OH:5])=[O:3])[N:7]=2)[CH2:12][CH2:13]1. The yield is 0.900. The reactants are C([O:3][C:4]([C:6]1[N:7]=[C:8]([N:11]2[CH2:16][CH2:15][CH:14]([OH:17])[CH2:13][CH2:12]2)[S:9][CH:10]=1)=[O:5])C.[OH-].[Na+].OS([O-])(=O)=O.[Na+]. (2) The reactants are Cl[C:2]1[CH:7]=[C:6]([CH2:8][CH3:9])[N:5]=[C:4]([C:10]2[CH:15]=[CH:14][CH:13]=[C:12]([Cl:16])[CH:11]=2)[N:3]=1.CC1(C)C(C)(C)OB([CH2:25][C:26]2[CH:31]=[CH:30][C:29]([CH2:32][C:33]([O:35][CH3:36])=[O:34])=[CH:28][CH:27]=2)O1.C([O-])([O-])=O.[Na+].[Na+].O1CCOCC1. The catalyst is C1C=CC(P(C2C=CC=CC=2)[C-]2C=CC=C2)=CC=1.C1C=CC(P(C2C=CC=CC=2)[C-]2C=CC=C2)=CC=1.Cl[Pd]Cl.[Fe+2].O. The product is [Cl:16][C:12]1[CH:11]=[C:10]([C:4]2[N:3]=[C:2]([CH2:25][C:26]3[CH:27]=[CH:28][C:29]([CH2:32][C:33]([O:35][CH3:36])=[O:34])=[CH:30][CH:31]=3)[CH:7]=[C:6]([CH2:8][CH3:9])[N:5]=2)[CH:15]=[CH:14][CH:13]=1. The yield is 0.500.